Dataset: Catalyst prediction with 721,799 reactions and 888 catalyst types from USPTO. Task: Predict which catalyst facilitates the given reaction. (1) Reactant: [CH3:1][O:2][CH:3]=[CH:4][C:5]1[CH:6]=[C:7]([C:11]2[N:12]([CH3:20])[C:13]3[C:18]([CH:19]=2)=[CH:17][CH:16]=[CH:15][CH:14]=3)[CH:8]=[N:9][CH:10]=1. Product: [CH3:1][O:2][CH2:3][CH2:4][C:5]1[CH:6]=[C:7]([C:11]2[N:12]([CH3:20])[C:13]3[C:18]([CH:19]=2)=[CH:17][CH:16]=[CH:15][CH:14]=3)[CH:8]=[N:9][CH:10]=1. The catalyst class is: 43. (2) Reactant: [C:1]([O:5][C:6]([N:8]1[CH2:14][CH2:13][C:12]2[CH:15]=[CH:16][C:17]([NH2:19])=[CH:18][C:11]=2[CH2:10][CH2:9]1)=[O:7])([CH3:4])([CH3:3])[CH3:2].[Br:20]N1C(=O)CCC1=O.NC1C=CC=CC=1.CCOC(C)=O.CCCCCC. The catalyst class is: 23. Product: [C:1]([O:5][C:6]([N:8]1[CH2:14][CH2:13][C:12]2[CH:15]=[C:16]([Br:20])[C:17]([NH2:19])=[CH:18][C:11]=2[CH2:10][CH2:9]1)=[O:7])([CH3:4])([CH3:2])[CH3:3]. (3) Reactant: [F:1][C:2]1[CH:7]=[CH:6][C:5]([S:8]([N:11]([CH2:15][C:16]([OH:18])=O)[CH:12]([CH3:14])[CH3:13])(=[O:10])=[O:9])=[CH:4][CH:3]=1.[N:19]1([C:24]2[CH:25]=[C:26]([CH2:30][NH2:31])[CH:27]=[CH:28][CH:29]=2)[CH2:23][CH2:22][CH2:21][CH2:20]1.CN(C(ON1N=NC2C=CC=NC1=2)=[N+](C)C)C.F[P-](F)(F)(F)(F)F.OS([O-])(=O)=O.[K+]. Product: [F:1][C:2]1[CH:3]=[CH:4][C:5]([S:8]([N:11]([CH2:15][C:16]([NH:31][CH2:30][C:26]2[CH:27]=[CH:28][CH:29]=[C:24]([N:19]3[CH2:23][CH2:22][CH2:21][CH2:20]3)[CH:25]=2)=[O:18])[CH:12]([CH3:13])[CH3:14])(=[O:9])=[O:10])=[CH:6][CH:7]=1. The catalyst class is: 2.